Dataset: Forward reaction prediction with 1.9M reactions from USPTO patents (1976-2016). Task: Predict the product of the given reaction. (1) Given the reactants [Br:1][C:2]1[CH:3]=[C:4]([CH:9]=[C:10](I)[CH:11]=1)[C:5]([O:7][CH3:8])=[O:6].[F:13][C:14]1[CH:19]=[C:18]([CH3:20])[CH:17]=[CH:16][C:15]=1B(O)O.C(=O)([O-])[O-].[Na+].[Na+], predict the reaction product. The product is: [Br:1][C:2]1[CH:3]=[C:4]([C:5]([O:7][CH3:8])=[O:6])[CH:9]=[C:10]([C:15]2[CH:16]=[CH:17][C:18]([CH3:20])=[CH:19][C:14]=2[F:13])[CH:11]=1. (2) Given the reactants FC(F)(F)S(O[C:7]1[CH:12]=[CH:11][C:10]2[CH2:13][O:14][C@@H:15]3[C@H:19]([C:9]=2[CH:8]=1)[CH2:18][N:17]([C:20]([O:22][C:23]([CH3:26])([CH3:25])[CH3:24])=[O:21])[CH2:16]3)(=O)=O.[CH3:29]OB1OB(OC)OB(OC)O1.C(=O)([O-])[O-].[K+].[K+], predict the reaction product. The product is: [CH3:29][C:7]1[CH:12]=[CH:11][C:10]2[CH2:13][O:14][C@@H:15]3[C@H:19]([C:9]=2[CH:8]=1)[CH2:18][N:17]([C:20]([O:22][C:23]([CH3:26])([CH3:24])[CH3:25])=[O:21])[CH2:16]3. (3) Given the reactants [C:1]([O:5][C:6]([N:8]1[CH2:13][CH2:12][CH2:11][CH:10]([C:14](=[NH:17])[NH:15][OH:16])[CH2:9]1)=[O:7])([CH3:4])([CH3:3])[CH3:2].[N:18]1[CH:23]=[CH:22][C:21]([C:24](O)=O)=[CH:20][CH:19]=1, predict the reaction product. The product is: [C:1]([O:5][C:6]([N:8]1[CH2:13][CH2:12][CH2:11][CH:10]([C:14]2[N:17]=[C:24]([C:21]3[CH:22]=[CH:23][N:18]=[CH:19][CH:20]=3)[O:16][N:15]=2)[CH2:9]1)=[O:7])([CH3:4])([CH3:2])[CH3:3]. (4) Given the reactants [C:1]([O:5][C:6]([N:8]1[CH2:14][CH2:13][CH2:12][N:11]([C:15]2[NH:19][C:18]3[CH:20]=[CH:21][CH:22]=[CH:23][C:17]=3[N:16]=2)[CH2:10][CH2:9]1)=[O:7])([CH3:4])([CH3:3])[CH3:2].O1CCCC1.[H-].[Na+].I[CH2:32][CH2:33][CH2:34][C:35]([F:38])([F:37])[F:36], predict the reaction product. The product is: [C:1]([O:5][C:6]([N:8]1[CH2:14][CH2:13][CH2:12][N:11]([C:15]2[N:16]([CH2:32][CH2:33][CH2:34][C:35]([F:38])([F:37])[F:36])[C:17]3[CH:23]=[CH:22][CH:21]=[CH:20][C:18]=3[N:19]=2)[CH2:10][CH2:9]1)=[O:7])([CH3:4])([CH3:2])[CH3:3]. (5) The product is: [OH:1][C:2]1[CH:14]=[CH:13][C:5]2[N:6]=[C:7]([C:9]([OH:11])=[O:10])[O:8][C:4]=2[CH:3]=1. Given the reactants [OH:1][C:2]1[CH:14]=[CH:13][C:5]2[N:6]=[C:7]([C:9]([O:11]C)=[O:10])[O:8][C:4]=2[CH:3]=1.[OH-].[Na+].Cl, predict the reaction product. (6) Given the reactants FC(F)(F)C(O)=O.[Cl:8][C:9]1[C:10]([NH:31][C@@H:32]2[C@@H:37]3[CH2:38][C@@H:34]([CH:35]=[CH:36]3)[C@@H:33]2[C:39]([NH2:41])=[O:40])=[C:11]2[N:17]=[C:16]([C:18]3C=CC(CN4CCOCC4)=C[CH:19]=3)[NH:15][C:12]2=[N:13][CH:14]=1.NC1C(N)=C(N[C@@H]2[C@@H]3C[C@@H](C=C3)[C@@H]2C(N)=O)C(Cl)=CN=1.[CH3:62][N:63]1[CH:67]=C(C=O)C=[N:64]1, predict the reaction product. The product is: [Cl:8][C:9]1[C:10]([NH:31][C@@H:32]2[C@@H:37]3[CH2:38][C@@H:34]([CH:35]=[CH:36]3)[C@@H:33]2[C:39]([NH2:41])=[O:40])=[C:11]2[N:17]=[C:16]([C:18]3[CH:19]=[N:64][N:63]([CH3:67])[CH:62]=3)[NH:15][C:12]2=[N:13][CH:14]=1. (7) Given the reactants [CH2:1]1[C:7]2[CH:8]=[CH:9][C:10]([C:12]([OH:14])=[O:13])=[CH:11][C:6]=2[CH2:5][CH2:4][NH:3][CH2:2]1.O.O1CCCC1.[C:21](O[C:21]([O:23][C:24]([CH3:27])([CH3:26])[CH3:25])=[O:22])([O:23][C:24]([CH3:27])([CH3:26])[CH3:25])=[O:22], predict the reaction product. The product is: [C:24]([O:23][C:21]([N:3]1[CH2:2][CH2:1][C:7]2[CH:8]=[CH:9][C:10]([C:12]([OH:14])=[O:13])=[CH:11][C:6]=2[CH2:5][CH2:4]1)=[O:22])([CH3:27])([CH3:26])[CH3:25].